From a dataset of Full USPTO retrosynthesis dataset with 1.9M reactions from patents (1976-2016). Predict the reactants needed to synthesize the given product. (1) Given the product [CH2:20]([NH:27][C:2]1[CH:3]=[C:4]([CH:16]=[CH:17][C:18]=1[F:19])[CH2:5][C:6]1([C:9]([O:11][C:12]([CH3:15])([CH3:14])[CH3:13])=[O:10])[CH2:8][CH2:7]1)[C:21]1[CH:26]=[CH:25][CH:24]=[CH:23][CH:22]=1, predict the reactants needed to synthesize it. The reactants are: Br[C:2]1[CH:3]=[C:4]([CH:16]=[CH:17][C:18]=1[F:19])[CH2:5][C:6]1([C:9]([O:11][C:12]([CH3:15])([CH3:14])[CH3:13])=[O:10])[CH2:8][CH2:7]1.[CH2:20]([NH2:27])[C:21]1[CH:26]=[CH:25][CH:24]=[CH:23][CH:22]=1.CC(C)([O-])C.[Na+].C1(P(C2C=CC=CC=2)C2C=CC3C(=CC=CC=3)C=2C2C3C(=CC=CC=3)C=CC=2P(C2C=CC=CC=2)C2C=CC=CC=2)C=CC=CC=1.[Cl-].[NH4+]. (2) Given the product [C:1]([O:5][C:6](=[O:23])[N:7]([CH2:9][CH2:10][C:11]1[NH:21][C:14]2[C:15]([O:19][CH3:20])=[CH:16][CH:17]=[CH:18][C:13]=2[N:12]=1)[CH3:8])([CH3:4])([CH3:3])[CH3:2], predict the reactants needed to synthesize it. The reactants are: [C:1]([O:5][C:6](=[O:23])[N:7]([CH2:9][CH2:10][C:11](=O)[NH:12][C:13]1[CH:18]=[CH:17][CH:16]=[C:15]([O:19][CH3:20])[C:14]=1[NH2:21])[CH3:8])([CH3:4])([CH3:3])[CH3:2]. (3) The reactants are: [C:14]1(P([C:14]2[CH:19]=[CH:18][CH:17]=[CH:16][CH:15]=2)[C:14]2[CH:19]=[CH:18][CH:17]=[CH:16][CH:15]=2)[CH:19]=[CH:18][CH:17]=[CH:16][CH:15]=1.[C:20]1([O-])C=CC=C[CH:21]=1.[K+].[CH3:28][C:29]1([CH3:45])[C:33]([CH3:35])([CH3:34])[O:32][B:31]([B:31]2[O:32][C:33]([CH3:35])([CH3:34])[C:29]([CH3:45])([CH3:28])[O:30]2)[O:30]1. Given the product [C:14]1([B:31]2[O:32][C:33]([CH3:35])([CH3:34])[C:29]([CH3:45])([CH3:28])[O:30]2)[CH2:19][CH2:18][CH2:17][CH2:16][CH2:15][CH2:21][CH:20]=1, predict the reactants needed to synthesize it. (4) Given the product [F:23][C:20]1[CH:21]=[CH:22][C:17]([O:16][C:13]2[CH:14]=[CH:15][C:10]([C:8]3[N:9]=[C:4]([C:1]([NH2:2])=[O:3])[CH:5]=[C:6]([N:24]4[CH2:29][CH2:28][NH:27][CH2:26][CH:25]4[CH2:37][OH:38])[N:7]=3)=[CH:11][CH:12]=2)=[CH:18][CH:19]=1, predict the reactants needed to synthesize it. The reactants are: [C:1]([C:4]1[N:9]=[C:8]([C:10]2[CH:15]=[CH:14][C:13]([O:16][C:17]3[CH:22]=[CH:21][C:20]([F:23])=[CH:19][CH:18]=3)=[CH:12][CH:11]=2)[N:7]=[C:6]([N:24]2[CH2:29][CH2:28][N:27](C(OC(C)(C)C)=O)[CH2:26][CH:25]2[CH2:37][OH:38])[CH:5]=1)(=[O:3])[NH2:2].Cl. (5) Given the product [O:47]1[CH2:48][CH2:49][CH2:50][CH2:51][CH:46]1[O:45][NH:44][C:6](/[CH:8]=[CH:9]/[C:10]1[N:15]=[CH:14][C:13](/[CH:16]=[CH:17]/[C:18]([O:20][CH2:21][CH3:22])=[O:19])=[CH:12][CH:11]=1)=[O:7], predict the reactants needed to synthesize it. The reactants are: C(O[C:6](/[CH:8]=[CH:9]/[C:10]1[N:15]=[CH:14][C:13](/[CH:16]=[CH:17]/[C:18]([O:20][CH2:21][CH3:22])=[O:19])=[CH:12][CH:11]=1)=[O:7])(C)(C)C.C(O)(C(F)(F)F)=O.C(Cl)CCl.C1C=CC2N(O)N=NC=2C=1.[NH2:44][O:45][CH:46]1[CH2:51][CH2:50][CH2:49][CH2:48][O:47]1. (6) Given the product [OH:17][CH:12]1[CH2:13][CH2:14][CH2:15][CH2:16][CH:11]1[N:8]1[C:6]2=[N:7][C:2]([OH:1])=[CH:3][CH:4]=[C:5]2[N:10]=[CH:9]1, predict the reactants needed to synthesize it. The reactants are: [OH:1][C:2]1[N:7]=[C:6]2[N:8]([CH:11]3[CH2:16][CH2:15][CH2:14][CH2:13][C:12]3=[O:17])[CH:9]=[N:10][C:5]2=[CH:4][CH:3]=1.[BH4-].[Na+]. (7) Given the product [CH3:13][O:12][C:9]1[CH:10]=[C:11]2[C:6](=[CH:7][C:8]=1[O:14][CH2:15][CH:16]1[CH2:21][CH2:20][N:19]([CH2:22][CH2:23][S:24]([CH3:27])(=[O:26])=[O:25])[CH2:18][CH2:17]1)[N:5]=[CH:4][N:3]=[C:2]2[O:28][C:29]1[CH:38]=[C:37]2[C:32]([CH:33]=[CH:34][C:35]([CH3:39])=[N:36]2)=[CH:31][CH:30]=1, predict the reactants needed to synthesize it. The reactants are: Cl[C:2]1[C:11]2[C:6](=[CH:7][C:8]([O:14][CH2:15][CH:16]3[CH2:21][CH2:20][N:19]([CH2:22][CH2:23][S:24]([CH3:27])(=[O:26])=[O:25])[CH2:18][CH2:17]3)=[C:9]([O:12][CH3:13])[CH:10]=2)[N:5]=[CH:4][N:3]=1.[OH:28][C:29]1[CH:38]=[C:37]2[C:32]([CH:33]=[CH:34][C:35]([CH3:39])=[N:36]2)=[CH:31][CH:30]=1. (8) Given the product [CH3:25][C:17]([S:16][C:13]1[CH:14]=[CH:15][C:10]([CH2:9][NH:8][C:4]2[CH:3]=[C:2]([C:32]3[CH:31]=[CH:30][CH:29]=[C:28]([CH3:27])[CH:33]=3)[N:7]=[CH:6][N:5]=2)=[CH:11][CH:12]=1)([CH3:26])[C:18]([O:20][C:21]([CH3:24])([CH3:23])[CH3:22])=[O:19], predict the reactants needed to synthesize it. The reactants are: Cl[C:2]1[N:7]=[CH:6][N:5]=[C:4]([NH:8][CH2:9][C:10]2[CH:15]=[CH:14][C:13]([S:16][C:17]([CH3:26])([CH3:25])[C:18]([O:20][C:21]([CH3:24])([CH3:23])[CH3:22])=[O:19])=[CH:12][CH:11]=2)[CH:3]=1.[CH3:27][C:28]1[CH:29]=[C:30](B(O)O)[CH:31]=[CH:32][CH:33]=1.C(=O)([O-])[O-].[K+].[K+]. (9) The reactants are: [N:1]12[CH2:8][CH2:7][CH:4]([CH2:5][CH2:6]1)[CH:3]([NH:9][C:10]([NH:12][C:13]([C:15]1[C:20]([NH2:21])=[N:19][C:18]([NH2:22])=[C:17]([Cl:23])[N:16]=1)=[O:14])=[NH:11])[CH2:2]2.[CH2:24]([Br:31])[C:25]1[CH:30]=[CH:29][CH:28]=[CH:27][CH:26]=1.C(OCC)C. Given the product [Br-:31].[CH2:24]([N+:1]12[CH2:8][CH2:7][CH:4]([CH2:5][CH2:6]1)[CH:3]([NH:9][C:10]([NH2:11])=[N:12][C:13]([C:15]1[C:20]([NH2:21])=[N:19][C:18]([NH2:22])=[C:17]([Cl:23])[N:16]=1)=[O:14])[CH2:2]2)[C:25]1[CH:30]=[CH:29][CH:28]=[CH:27][CH:26]=1, predict the reactants needed to synthesize it. (10) The reactants are: [NH2:1][CH2:2][CH2:3][CH2:4][S:5]([OH:8])(=[O:7])=[O:6].[OH-].[Na+].[C:11]1([CH:17]([N:24]=[C:25]=[O:26])[C:18]2[CH:23]=[CH:22][CH:21]=[CH:20][CH:19]=2)[CH:16]=[CH:15][CH:14]=[CH:13][CH:12]=1.Cl. Given the product [CH:17]([NH:24][C:25]([NH:1][CH2:2][CH2:3][CH2:4][S:5]([OH:8])(=[O:7])=[O:6])=[O:26])([C:18]1[CH:19]=[CH:20][CH:21]=[CH:22][CH:23]=1)[C:11]1[CH:16]=[CH:15][CH:14]=[CH:13][CH:12]=1, predict the reactants needed to synthesize it.